From a dataset of Full USPTO retrosynthesis dataset with 1.9M reactions from patents (1976-2016). Predict the reactants needed to synthesize the given product. (1) Given the product [Cl:1][C:2]1[N:3]=[C:4]([N:18]2[CH2:23][CH2:22][O:21][CH2:20][CH2:19]2)[C:5]2[S:10][C:9]([C:11]3[CH:12]=[N:13][C:14]([NH2:27])=[CH:15][CH:16]=3)=[CH:8][C:6]=2[N:7]=1, predict the reactants needed to synthesize it. The reactants are: [Cl:1][C:2]1[N:3]=[C:4]([N:18]2[CH2:23][CH2:22][O:21][CH2:20][CH2:19]2)[C:5]2[S:10][C:9]([C:11]3[CH:12]=[N:13][C:14](F)=[CH:15][CH:16]=3)=[CH:8][C:6]=2[N:7]=1.C([N:27](C(C)C)CC)(C)C. (2) Given the product [CH2:1]([O:3][C:4]1[CH:13]=[C:12]2[C:7]([C:8]([NH:19][C:20]3[CH:25]=[CH:24][C:23]([CH3:26])=[CH:22][C:21]=3[F:27])=[C:9]([C:14]([NH2:37])=[O:15])[CH:10]=[N:11]2)=[CH:6][C:5]=1[CH:28]1[CH2:29][CH2:30][N:31]([CH3:34])[CH2:32][CH2:33]1)[CH3:2], predict the reactants needed to synthesize it. The reactants are: [CH2:1]([O:3][C:4]1[CH:13]=[C:12]2[C:7]([C:8]([NH:19][C:20]3[CH:25]=[CH:24][C:23]([CH3:26])=[CH:22][C:21]=3[F:27])=[C:9]([C:14](OCC)=[O:15])[CH:10]=[N:11]2)=[CH:6][C:5]=1[CH:28]1[CH2:33][CH2:32][N:31]([CH3:34])[CH2:30][CH2:29]1)[CH3:2].C([NH2:37])=O.C[O-].[Na+].